This data is from Forward reaction prediction with 1.9M reactions from USPTO patents (1976-2016). The task is: Predict the product of the given reaction. (1) Given the reactants [NH2:1][CH2:2][CH:3]1[CH2:12][CH2:11][CH2:10][C:9]2[C:8]([O:13][C:14]3[CH:22]=[CH:21][C:17]([C:18]([NH2:20])=[O:19])=[CH:16][N:15]=3)=[CH:7][CH:6]=[CH:5][C:4]1=2.[CH3:23][C:24]([CH3:26])=O, predict the reaction product. The product is: [CH:24]([NH:1][CH2:2][CH:3]1[CH2:12][CH2:11][CH2:10][C:9]2[C:8]([O:13][C:14]3[CH:22]=[CH:21][C:17]([C:18]([NH2:20])=[O:19])=[CH:16][N:15]=3)=[CH:7][CH:6]=[CH:5][C:4]1=2)([CH3:26])[CH3:23]. (2) Given the reactants [F:1][C:2]1[CH:22]=[CH:21][C:5]([O:6][CH2:7][CH2:8][O:9][C:10]2[CH:15]=[CH:14][C:13]([CH2:16][CH2:17][NH2:18])=[CH:12][C:11]=2[O:19][CH3:20])=[CH:4][CH:3]=1.[ClH:23], predict the reaction product. The product is: [ClH:23].[F:1][C:2]1[CH:3]=[CH:4][C:5]([O:6][CH2:7][CH2:8][O:9][C:10]2[CH:15]=[CH:14][C:13]([CH2:16][CH2:17][NH2:18])=[CH:12][C:11]=2[O:19][CH3:20])=[CH:21][CH:22]=1.